This data is from Catalyst prediction with 721,799 reactions and 888 catalyst types from USPTO. The task is: Predict which catalyst facilitates the given reaction. (1) Reactant: [OH:1][C:2]1[C:3]([C:9]([C:11]2[CH:16]=[CH:15][CH:14]=[CH:13][CH:12]=2)=[O:10])=[N:4][C:5]([CH3:8])=[CH:6][CH:7]=1.Cl[C:18]1[C:27]2[C:22](=[CH:23][C:24]([O:30][CH3:31])=[C:25]([O:28][CH3:29])[CH:26]=2)[N:21]=[CH:20][CH:19]=1.O. Product: [CH3:29][O:28][C:25]1[CH:26]=[C:27]2[C:22](=[CH:23][C:24]=1[O:30][CH3:31])[N:21]=[CH:20][CH:19]=[C:18]2[O:1][C:2]1[C:3]([C:9]([C:11]2[CH:12]=[CH:13][CH:14]=[CH:15][CH:16]=2)=[O:10])=[N:4][C:5]([CH3:8])=[CH:6][CH:7]=1. The catalyst class is: 420. (2) Reactant: CN(C(ON1N=[N:16][C:11]2[CH:12]=CC=N[C:10]1=2)=[N+](C)C)C.F[P-](F)(F)(F)(F)F.[O:25]([C:32]1[CH:33]=[C:34]([CH:49]=[CH:50][CH:51]=1)[CH2:35][NH:36][C:37]1[CH:42]=[CH:41][C:40]([C@@H:43]2[CH2:45][C@H:44]2[C:46](O)=[O:47])=[CH:39][CH:38]=1)[C:26]1[CH:31]=[CH:30][CH:29]=[CH:28][CH:27]=1.C(N)(C)C.CCCCCC. Product: [CH3:10][CH:11]([NH:16][C:46]([C@@H:44]1[CH2:45][C@H:43]1[C:40]1[CH:39]=[CH:38][C:37]([NH:36][CH2:35][C:34]2[CH:49]=[CH:50][CH:51]=[C:32]([O:25][C:26]3[CH:31]=[CH:30][CH:29]=[CH:28][CH:27]=3)[CH:33]=2)=[CH:42][CH:41]=1)=[O:47])[CH3:12]. The catalyst class is: 255. (3) Reactant: [CH3:1][O:2][C:3]1[CH:8]=[CH:7][CH:6]=[CH:5][C:4]=1[C:9]1[C:17]2[C:12](=[N:13][CH:14]=[C:15]([C:18]3[CH:22]=[CH:21][NH:20][N:19]=3)[CH:16]=2)[NH:11][CH:10]=1.[H-].[Na+].[C:25]1([CH3:35])[CH:30]=[CH:29][C:28]([S:31](Cl)(=[O:33])=[O:32])=[CH:27][CH:26]=1.[OH2:36]. Product: [CH3:1][O:2][C:3]1[CH:8]=[CH:7][CH:6]=[CH:5][C:4]=1[C:9]1[C:17]2[C:12](=[N:13][CH:14]=[C:15]([C:18]3[CH:22]=[CH:21][N:20]([S:31]([C:28]4[CH:29]=[CH:30][C:25]([CH3:35])=[CH:26][CH:27]=4)(=[O:33])=[O:32])[N:19]=3)[CH:16]=2)[N:11]([S:31]([C:28]2[CH:29]=[CH:30][C:25]([CH3:35])=[CH:26][CH:27]=2)(=[O:32])=[O:36])[CH:10]=1. The catalyst class is: 7. (4) Reactant: [Cl:1][C:2]1[CH:7]=[C:6]([C:8]2[C:17]3[C:12](=[CH:13][C:14]([S:18](OC4C(F)=C(F)C(F)=C(F)C=4F)(=[O:20])=[O:19])=[CH:15][CH:16]=3)[N:11]=[CH:10][N:9]=2)[C:5]([O:33][CH3:34])=[CH:4][C:3]=1[C:35]1[CH:40]=[CH:39][CH:38]=[C:37]([F:41])[CH:36]=1.[CH3:42][O:43][C:44]1[CH:56]=[CH:55][C:47]([CH2:48][NH:49][C:50]2[N:51]=[CH:52][S:53][CH:54]=2)=[CH:46][CH:45]=1.C[Si]([N-][Si](C)(C)C)(C)C.[Li+]. Product: [Cl:1][C:2]1[CH:7]=[C:6]([C:8]2[C:17]3[C:12](=[CH:13][C:14]([S:18]([N:49]([CH2:48][C:47]4[CH:55]=[CH:56][C:44]([O:43][CH3:42])=[CH:45][CH:46]=4)[C:50]4[N:51]=[CH:52][S:53][CH:54]=4)(=[O:20])=[O:19])=[CH:15][CH:16]=3)[N:11]=[CH:10][N:9]=2)[C:5]([O:33][CH3:34])=[CH:4][C:3]=1[C:35]1[CH:40]=[CH:39][CH:38]=[C:37]([F:41])[CH:36]=1. The catalyst class is: 1.